Dataset: Full USPTO retrosynthesis dataset with 1.9M reactions from patents (1976-2016). Task: Predict the reactants needed to synthesize the given product. (1) Given the product [C:16]([O:15][C:13]([O:12][NH:11][C:9]1[S:10][C:6]([C:4]([OH:5])=[O:3])=[C:7]([C:20]([F:22])([F:23])[F:21])[N:8]=1)=[O:14])([CH3:19])([CH3:17])[CH3:18], predict the reactants needed to synthesize it. The reactants are: C([O:3][C:4]([C:6]1[S:10][C:9]([NH:11][O:12][C:13]([O:15][C:16]([CH3:19])([CH3:18])[CH3:17])=[O:14])=[N:8][C:7]=1[C:20]([F:23])([F:22])[F:21])=[O:5])C.[OH-].[Na+].Cl. (2) Given the product [N:17]1[CH:22]=[CH:21][CH:20]=[CH:19][C:18]=1[C:23]1[NH:1][C:2]2[C:15]([N:16]=1)=[C:14]1[C:9](=[C:8]3[C:3]=2[CH:4]=[CH:5][CH:6]=[N:7]3)[N:10]=[CH:11][CH:12]=[CH:13]1, predict the reactants needed to synthesize it. The reactants are: [NH2:1][C:2]1[C:15]([NH2:16])=[C:14]2[C:9]([N:10]=[CH:11][CH:12]=[CH:13]2)=[C:8]2[C:3]=1[CH:4]=[CH:5][CH:6]=[N:7]2.[N:17]1[CH:22]=[CH:21][CH:20]=[CH:19][C:18]=1[C:23](O)=O. (3) Given the product [O:1]=[CH:2][CH:6]=[CH:7][C:8]1[CH:17]=[CH:16][C:11]([C:12]([O:14][CH3:15])=[O:13])=[CH:10][CH:9]=1, predict the reactants needed to synthesize it. The reactants are: [O:1]1CCO[CH:2]1[CH:6]=[CH:7][C:8]1[CH:17]=[CH:16][C:11]([C:12]([O:14][CH3:15])=[O:13])=[CH:10][CH:9]=1.C(O)(C(F)(F)F)=O. (4) The reactants are: Cl[C:2]1[N:7]=[C:6]([N:8]2[CH2:13][CH2:12][O:11][CH2:10][CH2:9]2)[C:5]([O:14][CH3:15])=[CH:4][N:3]=1.[N+:16]([C:19]1[CH:20]=[C:21](B(O)O)[CH:22]=[CH:23][CH:24]=1)([O-:18])=[O:17].C([O-])([O-])=O.[Na+].[Na+]. Given the product [CH3:15][O:14][C:5]1[C:6]([N:8]2[CH2:13][CH2:12][O:11][CH2:10][CH2:9]2)=[N:7][C:2]([C:23]2[CH:22]=[CH:21][CH:20]=[C:19]([N+:16]([O-:18])=[O:17])[CH:24]=2)=[N:3][CH:4]=1, predict the reactants needed to synthesize it. (5) Given the product [C:1]1([C:20]2[CH:21]=[CH:22][CH:23]=[CH:24][CH:25]=2)[CH:2]=[CH:3][C:4]([C@@H:7]2[CH2:12][CH2:11][N:10]([CH2:26][CH3:27])[CH2:9][C@H:8]2[NH:13][S:14]([CH:17]([CH3:19])[CH3:18])(=[O:16])=[O:15])=[CH:5][CH:6]=1, predict the reactants needed to synthesize it. The reactants are: [C:1]1([C:20]2[CH:25]=[CH:24][CH:23]=[CH:22][CH:21]=2)[CH:6]=[CH:5][C:4]([C@@H:7]2[CH2:12][CH2:11][NH:10][CH2:9][C@H:8]2[NH:13][S:14]([CH:17]([CH3:19])[CH3:18])(=[O:16])=[O:15])=[CH:3][CH:2]=1.[CH:26](=O)[CH3:27].[BH-](OC(C)=O)(OC(C)=O)OC(C)=O.[Na+]. (6) Given the product [Br:29][C:4]1[CH:5]=[C:6]([C:8]2[C:20]3[C:19]([CH3:21])=[C:18]([CH2:22][N:23]([CH2:24][CH3:25])[CH2:26][CH3:27])[S:17][C:16]=3[C:15]([Br:28])=[C:14]3[C:9]=2[CH:10]=[CH:11][CH:12]=[CH:13]3)[CH:7]=[C:2]([Br:1])[C:3]=1[O:30][C@H:32]([CH2:37][C:38]1[CH:43]=[CH:42][CH:41]=[CH:40][CH:39]=1)[C:33]([OH:35])=[O:34], predict the reactants needed to synthesize it. The reactants are: [Br:1][C:2]1[CH:7]=[C:6]([C:8]2[C:20]3[C:19]([CH3:21])=[C:18]([CH2:22][N:23]([CH2:26][CH3:27])[CH2:24][CH3:25])[S:17][C:16]=3[C:15]([Br:28])=[C:14]3[C:9]=2[CH:10]=[CH:11][CH:12]=[CH:13]3)[CH:5]=[C:4]([Br:29])[C:3]=1[OH:30].O[C@@H:32]([CH2:37][C:38]1[CH:43]=[CH:42][CH:41]=[CH:40][CH:39]=1)[C:33]([O:35]C)=[O:34]. (7) Given the product [O:21]=[C:17]1[C:4]2[CH:9]=[CH:8][CH:7]=[CH:6][C:5]=2[S:1][N:13]1[CH2:27][C:28]([O:30][CH3:31])=[O:29], predict the reactants needed to synthesize it. The reactants are: [S:1]1(=O)[C:5]2[CH:6]=[CH:7][CH:8]=[CH:9][C:4]=2N=C1.CC[N:13]([CH:17](C)C)C(C)C.C([O-])([O-])=[O:21].[Cs+].[Cs+].Br[CH2:27][C:28]([O:30][CH3:31])=[O:29]. (8) Given the product [NH2:9][C:3]1[N:4]=[CH:5][N:6]=[C:7]([NH:10][CH:11]2[CH2:12][C:13]3([CH2:14][N:15]([C:17](=[O:19])[CH:40]=[CH2:41])[CH2:16]3)[CH2:24]2)[C:2]=1[C:35]1[CH:34]=[N:33][N:32]([CH2:31][C:28]2[CH:29]=[CH:30][N:25]=[CH:26][CH:27]=2)[CH:36]=1, predict the reactants needed to synthesize it. The reactants are: Cl[C:2]1[C:3]([NH2:9])=[N:4][CH:5]=[N:6][C:7]=1Cl.[NH2:10][CH:11]1[CH2:24][C:13]2([CH2:16][N:15]([C:17]([O:19]C(C)(C)C)=O)[CH2:14]2)[CH2:12]1.[N:25]1[CH:30]=[CH:29][C:28]([CH2:31][N:32]2[CH:36]=[C:35](B(O)O)[CH:34]=[N:33]2)=[CH:27][CH:26]=1.[C:40](O)(=O)[CH:41]=C.